This data is from Full USPTO retrosynthesis dataset with 1.9M reactions from patents (1976-2016). The task is: Predict the reactants needed to synthesize the given product. (1) Given the product [ClH:45].[CH3:1][S:2]([C:5]1[CH:6]=[CH:7][C:8]([C:11]2[C:12]([O:29][C:30]3[CH:31]=[CH:32][C:33]([O:36][CH2:37][CH2:38][N:39]4[CH2:40][CH2:41][CH2:42][CH2:43][CH2:44]4)=[CH:34][CH:35]=3)=[C:13]3[C:18](=[CH:19][CH:20]=2)[CH:17]=[C:16]([O:21][C:22](=[O:28])[O:23][CH2:24][CH:25]([CH3:26])[CH3:27])[CH:15]=[CH:14]3)=[CH:9][CH:10]=1)(=[O:4])=[O:3], predict the reactants needed to synthesize it. The reactants are: [CH3:1][S:2]([C:5]1[CH:10]=[CH:9][C:8]([C:11]2[C:12]([O:29][C:30]3[CH:35]=[CH:34][C:33]([O:36][CH2:37][CH2:38][N:39]4[CH2:44][CH2:43][CH2:42][CH2:41][CH2:40]4)=[CH:32][CH:31]=3)=[C:13]3[C:18](=[CH:19][CH:20]=2)[CH:17]=[C:16]([O:21][C:22](=[O:28])[O:23][CH2:24][CH:25]([CH3:27])[CH3:26])[CH:15]=[CH:14]3)=[CH:7][CH:6]=1)(=[O:4])=[O:3].[ClH:45].CCOCC. (2) Given the product [F:1][C:2]1[CH:3]=[C:4]([NH:5][C:44]([C:40]2[C:39](=[O:47])[N:38]([CH2:37][C:36]3[CH:35]=[CH:34][N:66]=[CH:65][N:64]=3)[CH:43]=[CH:42][CH:41]=2)=[O:45])[CH:6]=[CH:7][C:8]=1[O:9][C:10]1[C:19]2[C:14](=[CH:15][C:16]([O:22][CH2:23][CH2:24][CH2:25][N:26]3[CH2:31][CH2:30][O:29][CH2:28][CH2:27]3)=[C:17]([O:20][CH3:21])[CH:18]=2)[N:13]=[CH:12][CH:11]=1, predict the reactants needed to synthesize it. The reactants are: [F:1][C:2]1[CH:3]=[C:4]([CH:6]=[CH:7][C:8]=1[O:9][C:10]1[C:19]2[C:14](=[CH:15][C:16]([O:22][CH2:23][CH2:24][CH2:25][N:26]3[CH2:31][CH2:30][O:29][CH2:28][CH2:27]3)=[C:17]([O:20][CH3:21])[CH:18]=2)[N:13]=[CH:12][CH:11]=1)[NH2:5].ClC1C=C[C:36]([CH2:37][N:38]2[CH:43]=[CH:42][CH:41]=[C:40]([C:44](O)=[O:45])[C:39]2=[O:47])=[CH:35][CH:34]=1.O=C1C(C(OC)=O)=CC=CN1.ClCC1C=C[N:66]=[CH:65][N:64]=1. (3) Given the product [CH3:1][O:2][C:3]1[CH:4]=[C:5]([CH2:9][CH2:10][N:11]2[CH2:16][CH2:15][CH:14]([CH2:17][C:18]3[CH:23]=[C:22]([O:24][CH3:25])[CH:21]=[CH:20][C:19]=3[CH:32]([OH:34])[CH3:33])[CH2:13][CH2:12]2)[CH:6]=[CH:7][CH:8]=1, predict the reactants needed to synthesize it. The reactants are: [CH3:1][O:2][C:3]1[CH:4]=[C:5]([CH2:9][CH2:10][N:11]2[CH2:16][CH2:15][CH:14]([CH2:17][C:18]3[CH:23]=[C:22]([O:24][CH3:25])[CH:21]=[CH:20][C:19]=3Br)[CH2:13][CH2:12]2)[CH:6]=[CH:7][CH:8]=1.C([Li])CCC.[CH:32](=[O:34])[CH3:33].C(=O)([O-])O.[Na+]. (4) The reactants are: Br[CH2:2][C:3]1[CH:12]=[CH:11][C:10]2[C:5](=[CH:6][CH:7]=[CH:8][CH:9]=2)[CH:4]=1.CI.[CH3:15][N:16]([CH:18]=[O:19])C. Given the product [CH:4]1[C:5]2[C:10](=[CH:9][CH:8]=[CH:7][CH:6]=2)[CH:11]=[CH:12][C:3]=1[CH2:2][N:16]1[CH2:15][CH2:5][CH2:4][CH2:3][CH2:2][C:18]1=[O:19], predict the reactants needed to synthesize it. (5) Given the product [NH2:5][C:4]1[CH:6]=[CH:7][C:8]([CH3:9])=[C:2]([C:17]2[CH:18]=[CH:19][C:14]([C:12]([O:11][CH3:10])=[O:13])=[CH:15][CH:16]=2)[CH:3]=1, predict the reactants needed to synthesize it. The reactants are: Br[C:2]1[CH:3]=[C:4]([CH:6]=[CH:7][C:8]=1[CH3:9])[NH2:5].[CH3:10][O:11][C:12]([C:14]1[CH:19]=[CH:18][C:17](B(O)O)=[CH:16][CH:15]=1)=[O:13].C(=O)([O-])[O-].[Cs+].[Cs+].